The task is: Predict the reactants needed to synthesize the given product.. This data is from Full USPTO retrosynthesis dataset with 1.9M reactions from patents (1976-2016). (1) The reactants are: [CH2:1]([N:8]1[C:12](=[O:13])[C:11](=[C:14]2[N:18]([CH3:19])[C:17]([C:20]3[CH:25]=[CH:24][CH:23]=[CH:22][CH:21]=3)=[C:16]([CH3:26])[S:15]2)[S:10][C:9]1=S)[C:2]1[CH:7]=[CH:6][CH:5]=[CH:4][CH:3]=1.C1(C)C=CC(S(OC)(=O)=O)=CC=1.[NH2:40][C:41]1[CH:42]=[C:43]([NH:50][C:51](=[O:55])[CH2:52][O:53][CH3:54])[CH:44]=[CH:45][C:46]=1[NH:47][CH2:48][CH3:49]. Given the product [CH2:1]([N:8]1[C:12](=[O:13])[C:11](=[C:14]2[N:18]([CH3:19])[C:17]([C:20]3[CH:25]=[CH:24][CH:23]=[CH:22][CH:21]=3)=[C:16]([CH3:26])[S:15]2)[S:10][C:9]1=[N:40][C:41]1[CH:42]=[C:43]([NH:50][C:51](=[O:55])[CH2:52][O:53][CH3:54])[CH:44]=[CH:45][C:46]=1[NH:47][CH2:48][CH3:49])[C:2]1[CH:3]=[CH:4][CH:5]=[CH:6][CH:7]=1, predict the reactants needed to synthesize it. (2) Given the product [Cl:43][C:44]1[CH:49]=[C:48]2[C:47](=[CH:46][CH:45]=1)[O:3][C:4]1([CH2:5][CH2:6][CH2:7]1)[CH2:9][CH:10]2[NH:12][C:29](=[O:31])[CH2:28][CH2:27][CH2:26][C:21]1[CH:22]=[CH:23][CH:24]=[CH:25][C:20]=1[O:19][CH:14]1[CH2:15][CH2:16][CH2:17][CH2:18]1, predict the reactants needed to synthesize it. The reactants are: CC1(C)C[CH:10]([NH2:12])[C:9]2[C:4](=[CH:5][CH:6]=[CH:7]C=2)[O:3]1.[CH:14]1([O:19][C:20]2[CH:25]=[CH:24][CH:23]=[CH:22][C:21]=2[CH2:26][CH2:27][CH2:28][C:29]([OH:31])=O)[CH2:18][CH2:17][CH2:16][CH2:15]1.CCN=C=NCCCN(C)C.[ClH:43].[CH:44]1[CH:45]=[CH:46][C:47]2N(O)N=N[C:48]=2[CH:49]=1.C(N(CC)CC)C. (3) Given the product [C:20]([O:24][C:25](=[O:26])[NH:27][CH2:28][C:29]1[NH:40][C:32]2=[N:33][CH:34]=[C:35]([C:37]([NH:54][CH2:53][C:52]([F:56])([F:55])[F:51])=[O:39])[CH:36]=[C:31]2[N:30]=1)([CH3:21])([CH3:22])[CH3:23], predict the reactants needed to synthesize it. The reactants are: CN(CC1C=C(CN(C)C)C(O)=C(CN(C)C)C=1)C.[C:20]([O:24][C:25]([NH:27][CH2:28][C:29]1[NH:40][C:32]2=[N:33][CH:34]=[C:35]([C:37]([OH:39])=O)[CH:36]=[C:31]2[N:30]=1)=[O:26])([CH3:23])([CH3:22])[CH3:21].C1C=CC2N(O)N=NC=2C=1.[F:51][C:52]([F:56])([F:55])[CH2:53][NH2:54].CCN(C(C)C)C(C)C.C(Cl)CCl. (4) Given the product [Cl:10][C:11]1[CH:33]=[CH:32][C:14]([CH2:15][NH:16][C:17]([C:19]2[C:20](=[O:31])[C:21]3[CH:28]=[C:27]([CH2:29][N:35]([CH2:36][CH:37]([C:40]4[CH:45]=[CH:44][CH:43]=[CH:42][CH:41]=4)[CH2:38][OH:39])[CH3:34])[O:26][C:22]=3[N:23]([CH3:25])[CH:24]=2)=[O:18])=[CH:13][CH:12]=1, predict the reactants needed to synthesize it. The reactants are: C(N(CC)C(C)C)(C)C.[Cl:10][C:11]1[CH:33]=[CH:32][C:14]([CH2:15][NH:16][C:17]([C:19]2[C:20](=[O:31])[C:21]3[CH:28]=[C:27]([CH2:29]Cl)[O:26][C:22]=3[N:23]([CH3:25])[CH:24]=2)=[O:18])=[CH:13][CH:12]=1.[CH3:34][NH:35][CH2:36][CH:37]([C:40]1[CH:45]=[CH:44][CH:43]=[CH:42][CH:41]=1)[CH2:38][OH:39].O. (5) Given the product [CH2:1]([O:5][CH2:6][CH2:7][O:8][C:9]1[CH:10]=[CH:11][C:12]([C:15]2[CH:16]=[CH:17][C:18]3[N:25]([CH2:26][CH2:27][CH3:28])[CH2:24][CH2:23][CH2:22][C:21]([C:29]([NH:55][C:54]4[CH:53]=[CH:52][C:51]([CH2:50][N:43]([CH3:42])[CH:44]5[CH2:49][CH2:48][O:47][CH2:46][CH2:45]5)=[CH:57][CH:56]=4)=[O:30])=[CH:20][C:19]=3[CH:32]=2)=[CH:13][CH:14]=1)[CH2:2][CH2:3][CH3:4], predict the reactants needed to synthesize it. The reactants are: [CH2:1]([O:5][CH2:6][CH2:7][O:8][C:9]1[CH:14]=[CH:13][C:12]([C:15]2[CH:16]=[CH:17][C:18]3[N:25]([CH2:26][CH2:27][CH3:28])[CH2:24][CH2:23][CH2:22][C:21]([C:29](O)=[O:30])=[CH:20][C:19]=3[CH:32]=2)=[CH:11][CH:10]=1)[CH2:2][CH2:3][CH3:4].CN(C=O)C.S(Cl)(Cl)=O.[CH3:42][N:43]([CH2:50][C:51]1[CH:57]=[CH:56][C:54]([NH2:55])=[CH:53][CH:52]=1)[CH:44]1[CH2:49][CH2:48][O:47][CH2:46][CH2:45]1. (6) The reactants are: Cl.Cl.[O:3]1[C:8]2=[CH:9][CH:10]=[CH:11][C:7]2=[CH:6][C:5]([CH:12]2[CH2:17][CH2:16][CH2:15][CH2:14][N:13]2[CH2:18][CH2:19][C@H:20]2[CH2:25][CH2:24][C@H:23]([NH2:26])[CH2:22][CH2:21]2)=[CH:4]1.[O:27]1[C:31]2[CH:32]=[CH:33][C:34]([CH2:36][C:37](O)=[O:38])=[CH:35][C:30]=2[O:29][CH2:28]1. Given the product [O:27]1[C:31]2[CH:32]=[CH:33][C:34]([CH2:36][C:37]([NH:26][C@H:23]3[CH2:22][CH2:21][C@H:20]([CH2:19][CH2:18][N:13]4[CH2:14][CH2:15][CH2:16][CH2:17][CH:12]4[C:5]4[CH:6]=[C:7]5[CH:11]=[CH:10][CH:9]=[C:8]5[O:3][CH:4]=4)[CH2:25][CH2:24]3)=[O:38])=[CH:35][C:30]=2[O:29][CH2:28]1, predict the reactants needed to synthesize it. (7) Given the product [C:18]([O:21][C:5](=[O:10])[NH:6][C@H:7]([CH2:58][OH:62])[CH2:8][C:9]1[CH:26]=[CH:27][CH:28]=[C:23]([Br:22])[CH:4]=1)([CH3:14])([CH3:19])[CH3:77], predict the reactants needed to synthesize it. The reactants are: [K+].[Br-].Cl[C:4]1[C:5](=[O:10])[NH:6][CH:7]=[CH:8][CH:9]=1.ClC1C=[C:14]([C@H:18]([OH:21])[CH2:19]N)C=CC=1.[Br:22][C:23]1C=C([C@H](O)CNC2C=CNC(=O)C=2C2NC3C=C4C(C=NN4)=CC=3N=2)[CH:26]=[CH:27][C:28]=1OC.Cl.ClC1C=CN[C:58](=[O:62])C=1C1NC2C=C3C(C=NN3)=CC=2N=1.Cl.N[CH2:77][C@H](C1C=CC(OC)=C(Br)C=1)O.CN1CCOCC1.